This data is from Catalyst prediction with 721,799 reactions and 888 catalyst types from USPTO. The task is: Predict which catalyst facilitates the given reaction. (1) Reactant: [H-].[Na+].[O:3]1[CH2:7][CH2:6][O:5][C:4]21[C@H:12]1[CH2:13][CH:14]([OH:16])[CH2:15][C@@H:8]2[CH2:9][O:10][CH2:11]1.Cl[CH2:18][C:19]1[C:20]([C:27]2[C:32]([Cl:33])=[CH:31][CH:30]=[CH:29][C:28]=2[Cl:34])=[N:21][O:22][C:23]=1[CH:24]1[CH2:26][CH2:25]1. Product: [O:3]1[CH2:7][CH2:6][O:5][C:4]21[C@H:12]1[CH2:13][CH:14]([O:16][CH2:18][C:19]3[C:20]([C:27]4[C:28]([Cl:34])=[CH:29][CH:30]=[CH:31][C:32]=4[Cl:33])=[N:21][O:22][C:23]=3[CH:24]3[CH2:26][CH2:25]3)[CH2:15][C@@H:8]2[CH2:9][O:10][CH2:11]1. The catalyst class is: 1. (2) Reactant: [F:1][C:2]1[CH:7]=[CH:6][C:5]([C:8]2[C:9]([C:16]3[CH:21]=[CH:20][N:19]=[CH:18][CH:17]=3)=[N:10][N:11]([CH2:13][CH2:14]O)[CH:12]=2)=[CH:4][CH:3]=1.FC1C=CC(C2C=N[N:32]([CH2:40]CO)[C:33]=2C2C=CN=CC=2)=CC=1.CS(Cl)(=O)=O. Product: [F:1][C:2]1[CH:7]=[CH:6][C:5]([C:8]2[C:9]([C:16]3[CH:21]=[CH:20][N:19]=[CH:18][CH:17]=3)=[N:10][N:11]([CH2:13][CH2:14][N:32]([CH3:40])[CH3:33])[CH:12]=2)=[CH:4][CH:3]=1. The catalyst class is: 17. (3) Reactant: C(OC(=O)[NH:7][CH2:8][C:9]1[C:10]([O:17]C)=[N:11][C:12]([CH3:16])=[CH:13][C:14]=1[Cl:15])(C)(C)C. Product: [NH2:7][CH2:8][C:9]1[C:10](=[O:17])[NH:11][C:12]([CH3:16])=[CH:13][C:14]=1[Cl:15]. The catalyst class is: 33. (4) Reactant: [F:1][C:2]1[CH:3]=[C:4]([C:10]2[N:11]=[C:12]3[CH:20]=[CH:19][C:18]([N:21]([CH3:34])[C@@H:22]4[CH2:26][CH2:25][N:24](C(OC(C)(C)C)=O)[CH2:23]4)=[CH:17][N:13]3[C:14](=[O:16])[CH:15]=2)[CH:5]=[CH:6][C:7]=1[O:8][CH3:9].[OH-].[Na+]. Product: [F:1][C:2]1[CH:3]=[C:4]([C:10]2[N:11]=[C:12]3[CH:20]=[CH:19][C:18]([N:21]([CH3:34])[C@@H:22]4[CH2:26][CH2:25][NH:24][CH2:23]4)=[CH:17][N:13]3[C:14](=[O:16])[CH:15]=2)[CH:5]=[CH:6][C:7]=1[O:8][CH3:9]. The catalyst class is: 157. (5) Reactant: [F:1][C:2]([F:7])([F:6])[C:3]([OH:5])=[O:4].[CH:8]1([N:11]2[C:15]3[C:16]([O:32][C@@H:33]([C@H:35]4[CH2:39][NH:38][C:37](=[O:40])[CH2:36]4)[CH3:34])=[N:17][C:18]([C:20]4[CH:25]=[CH:24][C:23]([N:26]5[CH2:31][CH2:30][NH:29][CH2:28][CH2:27]5)=[CH:22][CH:21]=4)=[CH:19][C:14]=3[N:13]=[CH:12]2)[CH2:10][CH2:9]1.C(N(CC)CC)C.[CH3:48][S:49](O[S:49]([CH3:48])(=[O:51])=[O:50])(=[O:51])=[O:50]. Product: [CH:8]1([N:11]2[C:15]3[C:16]([O:32][C@@H:33]([C@H:35]4[CH2:39][NH:38][C:37](=[O:40])[CH2:36]4)[CH3:34])=[N:17][C:18]([C:20]4[CH:25]=[CH:24][C:23]([N:26]5[CH2:31][CH2:30][N:29]([S:49]([CH3:48])(=[O:51])=[O:50])[CH2:28][CH2:27]5)=[CH:22][CH:21]=4)=[CH:19][C:14]=3[N:13]=[CH:12]2)[CH2:9][CH2:10]1.[F:1][C:2]([F:7])([F:6])[C:3]([OH:5])=[O:4]. The catalyst class is: 2. (6) Reactant: [H-].[Na+].[C:3]([C:7]1[CH:36]=[CH:35][C:10]([C:11]([NH:13][C:14]2[CH:31]=[CH:30][C:29]([N+:32]([O-:34])=[O:33])=[CH:28][C:15]=2[C:16]([NH:18][C:19]2[CH:27]=[C:26]3[C:22]([CH:23]=[N:24][NH:25]3)=[CH:21][CH:20]=2)=[O:17])=[O:12])=[CH:9][CH:8]=1)([CH3:6])([CH3:5])[CH3:4].[C:37](O[C:37]([O:39][C:40]([CH3:43])([CH3:42])[CH3:41])=[O:38])([O:39][C:40]([CH3:43])([CH3:42])[CH3:41])=[O:38]. Product: [C:37]([N:25]1[C:26]2[C:22](=[CH:21][CH:20]=[C:19]([NH:18][C:16](=[O:17])[C:15]3[CH:28]=[C:29]([N+:32]([O-:34])=[O:33])[CH:30]=[CH:31][C:14]=3[NH:13][C:11](=[O:12])[C:10]3[CH:35]=[CH:36][C:7]([C:3]([CH3:6])([CH3:4])[CH3:5])=[CH:8][CH:9]=3)[CH:27]=2)[CH:23]=[N:24]1)([O:39][C:40]([CH3:43])([CH3:42])[CH3:41])=[O:38]. The catalyst class is: 56. (7) Reactant: [Br:1][C:2]1[N:9]=[CH:8][CH:7]=[CH:6][C:3]=1[CH:4]=[O:5].CO.[BH4-].[Na+].Cl. Product: [Br:1][C:2]1[C:3]([CH2:4][OH:5])=[CH:6][CH:7]=[CH:8][N:9]=1. The catalyst class is: 1.